This data is from Reaction yield outcomes from USPTO patents with 853,638 reactions. The task is: Predict the reaction yield, written as a fraction of the theoretical maximum amount of product (1.0 means a 100% yield; for example, 0.34 means a 34% yield). The reactants are C([O:8][N:9]1[C:15](=[O:16])[N:14]2[CH2:17][C@H:10]1[CH2:11][CH2:12][C@H:13]2[C:18]1[CH:22]=[CH:21][O:20][N:19]=1)C1C=CC=CC=1. The catalyst is C1COCC1.[Pd]. The product is [OH:8][N:9]1[C:15](=[O:16])[N:14]2[CH2:17][C@H:10]1[CH2:11][CH2:12][C@H:13]2[C:18]1[CH:22]=[CH:21][O:20][N:19]=1. The yield is 0.980.